Predict which catalyst facilitates the given reaction. From a dataset of Catalyst prediction with 721,799 reactions and 888 catalyst types from USPTO. (1) Reactant: [C:1]([O:5][C:6]([NH:8][C@H:9]1[CH2:13][C@@:12]([CH2:17][O:18][CH2:19][CH3:20])([C:14]([OH:16])=[O:15])[CH:11]=[CH:10]1)=[O:7])([CH3:4])([CH3:3])[CH3:2].[CH2:21](O)C. Product: [C:1]([O:5][C:6]([NH:8][C@H:9]1[CH2:13][C@@:12]([CH2:17][O:18][CH2:19][CH3:20])([C:14]([O:16][CH3:21])=[O:15])[CH:11]=[CH:10]1)=[O:7])([CH3:4])([CH3:3])[CH3:2]. The catalyst class is: 45. (2) Reactant: Cl[C:2]1[N:7]=[C:6]([N:8]2[CH2:13][CH2:12][O:11][CH2:10][CH2:9]2)[N:5]=[C:4]([N:14]2[C:18]3[CH:19]=[CH:20][CH:21]=[C:22]([O:23][CH3:24])[C:17]=3[N:16]=[C:15]2[CH:25]([F:27])[F:26])[N:3]=1.CC1(C)C(C)(C)OB([C:36]2[CH2:37][CH2:38][N:39]([C:42]([O:44][C:45]([CH3:48])([CH3:47])[CH3:46])=[O:43])[CH2:40][CH:41]=2)O1.C([O-])([O-])=O.[Na+].[Na+].C(Cl)Cl.CCOC(C)=O. Product: [F:26][CH:25]([F:27])[C:15]1[N:14]([C:4]2[N:5]=[C:6]([N:8]3[CH2:13][CH2:12][O:11][CH2:10][CH2:9]3)[N:7]=[C:2]([C:36]3[CH2:41][CH2:40][N:39]([C:42]([O:44][C:45]([CH3:48])([CH3:47])[CH3:46])=[O:43])[CH2:38][CH:37]=3)[N:3]=2)[C:18]2[CH:19]=[CH:20][CH:21]=[C:22]([O:23][CH3:24])[C:17]=2[N:16]=1. The catalyst class is: 75. (3) Reactant: [OH:1][C@H:2]1[CH2:6][N:5]([C:7](=[O:20])[C@@H:8]([N:10]2[CH2:18][C:17]3[C:12](=[CH:13][CH:14]=[CH:15][CH:16]=3)[C:11]2=[O:19])[CH3:9])[C@H:4]([C:21]([OH:23])=O)[CH2:3]1.CCN(C(C)C)C(C)C.[NH:33]1[C:41]2[C:36](=[CH:37][CH:38]=[CH:39][CH:40]=2)[C:35]([CH2:42][NH2:43])=[CH:34]1.CN(C(ON1N=NC2C=CC=NC1=2)=[N+](C)C)C.F[P-](F)(F)(F)(F)F. Product: [NH:33]1[C:41]2[C:36](=[CH:37][CH:38]=[CH:39][CH:40]=2)[C:35]([CH2:42][NH:43][C:21]([C@@H:4]2[CH2:3][C@@H:2]([OH:1])[CH2:6][N:5]2[C:7](=[O:20])[C@@H:8]([N:10]2[CH2:18][C:17]3[C:12](=[CH:13][CH:14]=[CH:15][CH:16]=3)[C:11]2=[O:19])[CH3:9])=[O:23])=[CH:34]1. The catalyst class is: 3. (4) Reactant: [S:1]1[C:5]2[CH:6]=[CH:7][CH:8]=[CH:9][C:4]=2[N:3]=[C:2]1[C:10]([O:12][CH2:13][CH3:14])=[O:11].[N+:15]([O-])([O-:17])=[O:16].[K+]. Product: [N+:15]([C:7]1[CH:8]=[CH:9][C:4]2[N:3]=[C:2]([C:10]([O:12][CH2:13][CH3:14])=[O:11])[S:1][C:5]=2[CH:6]=1)([O-:17])=[O:16]. The catalyst class is: 82. (5) Reactant: [CH3:1][C:2]1[CH:6]=[C:5]([CH3:7])[NH:4][C:3]=1/[CH:8]=[C:9]1\[C:10](=[O:21])[N:11]([C:18](Cl)=[O:19])[C:12]2[C:17]\1=[CH:16][CH:15]=[CH:14][CH:13]=2.[F:22][C:23]1[C:24](=[O:30])[NH:25][C:26](=[O:29])[NH:27][CH:28]=1.N1C=CC=CC=1. Product: [CH3:1][C:2]1[CH:6]=[C:5]([CH3:7])[NH:4][C:3]=1/[CH:8]=[C:9]1\[C:10](=[O:21])[N:11]([C:18]([N:27]2[CH:28]=[C:23]([F:22])[C:24](=[O:30])[NH:25][C:26]2=[O:29])=[O:19])[C:12]2[C:17]\1=[CH:16][CH:15]=[CH:14][CH:13]=2. The catalyst class is: 1. (6) Reactant: Cl[C:2]1[N:7]=[C:6]([C:8]([NH2:10])=[O:9])[CH:5]=[C:4]([N:11]2[CH2:16][CH2:15][O:14][CH2:13][CH:12]2[CH2:17][OH:18])[N:3]=1.[F:19][C:20]1[CH:41]=[CH:40][C:23]([O:24][C:25]2[CH:30]=[CH:29][C:28](B3OC(C)(C)C(C)(C)O3)=[CH:27][CH:26]=2)=[CH:22][CH:21]=1.C([O-])([O-])=O.[Na+].[Na+]. Product: [F:19][C:20]1[CH:41]=[CH:40][C:23]([O:24][C:25]2[CH:30]=[CH:29][C:28]([C:2]3[N:7]=[C:6]([C:8]([NH2:10])=[O:9])[CH:5]=[C:4]([N:11]4[CH2:16][CH2:15][O:14][CH2:13][CH:12]4[CH2:17][OH:18])[N:3]=3)=[CH:27][CH:26]=2)=[CH:22][CH:21]=1. The catalyst class is: 75. (7) Reactant: [NH4+].[Cl-].[Br:3][C:4]1[CH:9]=[C:8]([N+:10]([O-])=O)[C:7]([CH3:13])=[CH:6][C:5]=1[F:14]. Product: [Br:3][C:4]1[C:5]([F:14])=[CH:6][C:7]([CH3:13])=[C:8]([CH:9]=1)[NH2:10]. The catalyst class is: 693.